This data is from Forward reaction prediction with 1.9M reactions from USPTO patents (1976-2016). The task is: Predict the product of the given reaction. (1) The product is: [C@@H:11]1([NH:21][CH2:1][C:3]2[CH:4]=[C:5]([CH:8]=[CH:9][CH:10]=2)[C:6]#[N:7])[C:20]2[C:15](=[CH:16][CH:17]=[CH:18][CH:19]=2)[CH2:14][CH2:13][CH2:12]1. Given the reactants [CH:1]([C:3]1[CH:4]=[C:5]([CH:8]=[CH:9][CH:10]=1)[C:6]#[N:7])=O.[C@@H:11]1([NH2:21])[C:20]2[C:15](=[CH:16][CH:17]=[CH:18][CH:19]=2)[CH2:14][CH2:13][CH2:12]1, predict the reaction product. (2) Given the reactants O[C:2]1[C:15]2[C:14](=[O:16])[C:13]3[C:8](=[CH:9][CH:10]=[CH:11][CH:12]=3)[C:7](=[O:17])[C:6]=2[CH:5]=[C:4](C)[C:3]=1[OH:19].[C:20]1([CH:28]=[CH:27][CH:26]=[C:24]([OH:25])[C:22]=1O)[OH:21], predict the reaction product. The product is: [C:20]1([CH:28]=[CH:27][CH:26]=[C:24]([OH:25])[CH:22]=1)[OH:21].[CH:11]1[CH:12]=[C:13]2[C:14]([O:17][C:7]3([C:26]4[CH:27]=[CH:28][C:20]([OH:21])=[CH:22][C:24]=4[O:25][C:15]4[CH:2]=[C:3]([OH:19])[CH:4]=[CH:5][C:6]3=4)[C:8]2=[CH:9][CH:10]=1)=[O:16]. (3) Given the reactants [CH:1]1([C:4]2[C:5]([O:14][CH2:15][C@H:16]3[CH2:21][CH2:20][C@H:19]([CH3:22])[CH2:18][CH2:17]3)=[CH:6][C:7]([F:13])=[C:8]([CH:12]=2)[C:9]([OH:11])=O)[CH2:3][CH2:2]1.Cl.C(N=C=NCCCN(C)C)C.[N:35]1([S:39]([NH2:42])(=[O:41])=[O:40])[CH2:38][CH2:37][CH2:36]1.Cl, predict the reaction product. The product is: [N:35]1([S:39]([NH:42][C:9](=[O:11])[C:8]2[CH:12]=[C:4]([CH:1]3[CH2:3][CH2:2]3)[C:5]([O:14][CH2:15][C@H:16]3[CH2:21][CH2:20][C@H:19]([CH3:22])[CH2:18][CH2:17]3)=[CH:6][C:7]=2[F:13])(=[O:41])=[O:40])[CH2:38][CH2:37][CH2:36]1.